This data is from Catalyst prediction with 721,799 reactions and 888 catalyst types from USPTO. The task is: Predict which catalyst facilitates the given reaction. Reactant: [Cl:1][C:2]1[C:3]([C:9](=[N:25][O:26][CH:27]([CH3:29])[CH3:28])[C@@H:10]([NH:12][C:13](=[O:24])[C:14]2[CH:19]=[CH:18][CH:17]=[CH:16][C:15]=2[C:20]([F:23])([F:22])[F:21])[CH3:11])=[N:4][CH:5]=[C:6]([Cl:8])[CH:7]=1. Product: [Cl:1][C:2]1[C:3](/[C:9](=[N:25]\[O:26][CH:27]([CH3:29])[CH3:28])/[C@@H:10]([NH:12][C:13](=[O:24])[C:14]2[CH:19]=[CH:18][CH:17]=[CH:16][C:15]=2[C:20]([F:22])([F:21])[F:23])[CH3:11])=[N:4][CH:5]=[C:6]([Cl:8])[CH:7]=1. The catalyst class is: 10.